Dataset: Catalyst prediction with 721,799 reactions and 888 catalyst types from USPTO. Task: Predict which catalyst facilitates the given reaction. (1) Reactant: [N+:1]([C:4]1[CH:13]=[CH:12][CH:11]=[CH:10][C:5]=1[O:6][CH2:7][CH2:8][OH:9])([O-:3])=[O:2].N1C=CN=C1.[CH3:19][C:20]([Si:23](Cl)([CH3:25])[CH3:24])([CH3:22])[CH3:21]. Product: [C:20]([Si:23]([CH3:25])([CH3:24])[O:9][CH2:8][CH2:7][O:6][C:5]1[CH:10]=[CH:11][CH:12]=[CH:13][C:4]=1[N+:1]([O-:3])=[O:2])([CH3:22])([CH3:21])[CH3:19]. The catalyst class is: 239. (2) Product: [F:1][C:2]1[C:10]2[C:9]([NH2:11])=[CH:8][C:7]([C:26]3[CH:31]=[CH:30][N:29]=[C:28]4[N:32]([S:36]([C:39]5[CH:44]=[CH:43][CH:42]=[CH:41][CH:40]=5)(=[O:37])=[O:38])[C:33]([CH3:35])=[CH:34][C:27]=34)=[CH:6][C:5]=2[N:4]([S:16]([C:19]2[CH:24]=[CH:23][CH:22]=[CH:21][CH:20]=2)(=[O:18])=[O:17])[N:3]=1. Reactant: [F:1][C:2]1[C:10]2[C:9]([NH2:11])=[CH:8][C:7]([Sn](C)(C)C)=[CH:6][C:5]=2[N:4]([S:16]([C:19]2[CH:24]=[CH:23][CH:22]=[CH:21][CH:20]=2)(=[O:18])=[O:17])[N:3]=1.Br[C:26]1[CH:31]=[CH:30][N:29]=[C:28]2[N:32]([S:36]([C:39]3[CH:44]=[CH:43][CH:42]=[CH:41][CH:40]=3)(=[O:38])=[O:37])[C:33]([CH3:35])=[CH:34][C:27]=12. The catalyst class is: 455. (3) Reactant: [OH-].[Na+].O1CCCC1.FC(F)(F)C([NH:12][C:13]1[CH:18]=[C:17]([F:19])[C:16]([CH:20]2[CH2:24][CH2:23][CH2:22][N:21]2C(=O)C(F)(F)F)=[CH:15][C:14]=1[N+:31]([O-:33])=[O:32])=O.[C:44](O[C:44]([O:46][C:47]([CH3:50])([CH3:49])[CH3:48])=[O:45])([O:46][C:47]([CH3:50])([CH3:49])[CH3:48])=[O:45]. Product: [NH2:12][C:13]1[C:14]([N+:31]([O-:33])=[O:32])=[CH:15][C:16]([CH:20]2[CH2:24][CH2:23][CH2:22][N:21]2[C:44]([O:46][C:47]([CH3:48])([CH3:49])[CH3:50])=[O:45])=[C:17]([F:19])[CH:18]=1. The catalyst class is: 13. (4) Reactant: [Cl:1][C:2]1[CH:7]=[CH:6][CH:5]=[C:4]([CH3:8])[C:3]=1[CH2:9][OH:10].N(C(OC(C)C)=O)=NC(OC(C)C)=O.O[C:26]1[CH:27]=[C:28]([CH2:32][C:33]([O:35][CH2:36][CH3:37])=[O:34])[CH:29]=[CH:30][CH:31]=1.C1(P(C2C=CC=CC=2)C2C=CC=CC=2)C=CC=CC=1. Product: [Cl:1][C:2]1[CH:7]=[CH:6][CH:5]=[C:4]([CH3:8])[C:3]=1[CH2:9][O:10][C:30]1[CH:29]=[C:28]([CH2:32][C:33]([O:35][CH2:36][CH3:37])=[O:34])[CH:27]=[CH:26][CH:31]=1. The catalyst class is: 116. (5) Reactant: [CH3:1][C:2]1[C:7]([C:8]([O:10][CH3:11])=S)=[CH:6][N:5]=[C:4](C)[N:3]=1.C1C=C(Cl)C=C(C(OO)=[O:21])C=1.[NH:24]1[CH2:29][CH2:28][O:27][CH2:26][CH2:25]1. Product: [CH3:1][C:2]1[C:7]([C:8]([O:10][CH3:11])=[O:21])=[CH:6][N:5]=[C:4]([N:24]2[CH2:29][CH2:28][O:27][CH2:26][CH2:25]2)[N:3]=1. The catalyst class is: 2. (6) Product: [CH3:1][C:2]1([CH3:33])[CH2:11][CH2:10][C:9]2[N:8]=[CH:7][N:6]=[C:5]([N:12]3[CH2:18][C:17]4[CH:19]=[C:20]([C:23]5[CH:24]=[C:25]([NH2:30])[C:26]([NH2:29])=[N:27][CH:28]=5)[CH:21]=[CH:22][C:16]=4[O:15][CH2:14][CH2:13]3)[C:4]=2[CH2:3]1. The catalyst class is: 43. Reactant: [CH3:1][C:2]1([CH3:33])[CH2:11][CH2:10][C:9]2[N:8]=[CH:7][N:6]=[C:5]([N:12]3[CH2:18][C:17]4[CH:19]=[C:20]([C:23]5[CH:24]=[C:25]([N+:30]([O-])=O)[C:26]([NH2:29])=[N:27][CH:28]=5)[CH:21]=[CH:22][C:16]=4[O:15][CH2:14][CH2:13]3)[C:4]=2[CH2:3]1.